This data is from Catalyst prediction with 721,799 reactions and 888 catalyst types from USPTO. The task is: Predict which catalyst facilitates the given reaction. (1) Reactant: [CH3:1][C:2]1[S:21][C:5]2[NH:6][C:7]3[CH:20]=[CH:19][CH:18]=[CH:17][C:8]=3[N:9]=[C:10]([N:11]3[CH2:16][CH2:15][NH:14][CH2:13][CH2:12]3)[C:4]=2[CH:3]=1.[CH2:22]([O:24][C:25](=[O:36])[C:26](=[CH2:35])[NH:27][C:28]([O:30][C:31]([CH3:34])([CH3:33])[CH3:32])=[O:29])[CH3:23]. Product: [C:28]([NH:27][CH:26]([CH2:35][N:14]1[CH2:15][CH2:16][N:11]([C:10]2[C:4]3[CH:3]=[C:2]([CH3:1])[S:21][C:5]=3[NH:6][C:7]3[CH:20]=[CH:19][CH:18]=[CH:17][C:8]=3[N:9]=2)[CH2:12][CH2:13]1)[C:25]([O:24][CH2:22][CH3:23])=[O:36])([O:30][C:31]([CH3:33])([CH3:34])[CH3:32])=[O:29]. The catalyst class is: 14. (2) Reactant: [Cl:1][C:2]1[CH:3]=[C:4]([CH:18]=[CH:19][C:20]=1[C:21]#[N:22])[O:5][C:6]1[CH:11]=[CH:10][C:9]([S:12](Cl)(=[O:14])=[O:13])=[CH:8][C:7]=1[C:16]#[N:17].[CH3:23][C:24]1[S:28][C:27]([NH2:29])=[N:26][N:25]=1.N1C=CC=CC=1. Product: [Cl:1][C:2]1[CH:3]=[C:4]([CH:18]=[CH:19][C:20]=1[C:21]#[N:22])[O:5][C:6]1[CH:11]=[CH:10][C:9]([S:12]([NH:29][C:27]2[S:28][C:24]([CH3:23])=[N:25][N:26]=2)(=[O:14])=[O:13])=[CH:8][C:7]=1[C:16]#[N:17]. The catalyst class is: 2. (3) Reactant: [CH3:1][C:2]1[CH:11]=[CH:10][C:5]2[C:6]([OH:9])=[N:7][O:8][C:4]=2[CH:3]=1.C(O)(C(F)(F)F)=O.[Cl:19]N1CCOCC1. Product: [Cl:19][C:11]1[C:2]([CH3:1])=[CH:3][C:4]2[O:8][N:7]=[C:6]([OH:9])[C:5]=2[CH:10]=1. The catalyst class is: 25.